This data is from Full USPTO retrosynthesis dataset with 1.9M reactions from patents (1976-2016). The task is: Predict the reactants needed to synthesize the given product. (1) Given the product [OH:8][CH2:9][C:10]#[C:11][C:12]1([O:25][C:26]([O:28][CH3:29])=[O:27])[CH2:13][CH2:14][N:15]([C:18]([O:20][C:21]([CH3:24])([CH3:22])[CH3:23])=[O:19])[CH2:16][CH2:17]1, predict the reactants needed to synthesize it. The reactants are: [Si]([O:8][CH2:9][C:10]#[C:11][C:12]1([O:25][C:26]([O:28][CH3:29])=[O:27])[CH2:17][CH2:16][N:15]([C:18]([O:20][C:21]([CH3:24])([CH3:23])[CH3:22])=[O:19])[CH2:14][CH2:13]1)(C(C)(C)C)(C)C.CCCC[N+](CCCC)(CCCC)CCCC.[F-]. (2) Given the product [C:46]([O:45][C:43]([N:42]=[C:33]([NH:32][C:30]([O:29][C:25]([CH3:28])([CH3:27])[CH3:26])=[O:31])[NH:6][C:7]1[CH:8]=[N:9][N:10]2[CH2:15][CH2:14][CH2:13][NH:12][C:11]=12)=[O:44])([CH3:49])([CH3:48])[CH3:47], predict the reactants needed to synthesize it. The reactants are: S(=O)(=O)(O)O.[NH2:6][C:7]1[CH:8]=[N:9][N:10]2[CH2:15][CH2:14][CH2:13][NH:12][C:11]=12.C(N(C(C)C)C(C)C)C.[C:25]([O:29][C:30]([NH:32][C:33]([NH:42][C:43]([O:45][C:46]([CH3:49])([CH3:48])[CH3:47])=[O:44])=NS(C(F)(F)F)(=O)=O)=[O:31])([CH3:28])([CH3:27])[CH3:26]. (3) Given the product [N:38]1[CH:39]=[C:34]([C:16]2[C:17]3[C:18]([C:9]([C:34]4[CH:35]=[CH:36][C:37]([C:40]5[CH:41]=[N:42][CH:43]=[CH:58][CH:59]=5)=[N:38][CH:39]=4)=[C:10]4[C:15]=2[CH:14]=[CH:13][CH:12]=[CH:11]4)=[CH:19][CH:20]=[CH:21][CH:22]=3)[CH:35]=[CH:36][C:37]=1[C:40]1[CH:41]=[N:42][CH:43]=[CH:44][CH:45]=1, predict the reactants needed to synthesize it. The reactants are: CC1(C)C(C)(C)OB([C:9]2[C:10]3[C:15]([C:16](B4OC(C)(C)C(C)(C)O4)=[C:17]4[C:22]=2[CH:21]=[CH:20][CH:19]=[CH:18]4)=[CH:14][CH:13]=[CH:12][CH:11]=3)O1.Br[C:34]1[CH:35]=[CH:36][C:37]([C:40]2[CH:41]=[N:42][CH:43]=[CH:44][CH:45]=2)=[N:38][CH:39]=1.P([O-])([O-])([O-])=O.[K+].[K+].[K+].O1[CH2:59][CH2:58]OCC1. (4) Given the product [CH:1]1([C:7]([C:9]2[CH:14]=[N:13][C:12]([C:15]3[CH:16]=[CH:17][C:18]([C:21]([F:24])([F:23])[F:22])=[CH:19][CH:20]=3)=[N:11][CH:10]=2)=[O:8])[CH2:2][CH2:3][CH2:4][CH2:5][CH2:6]1, predict the reactants needed to synthesize it. The reactants are: [CH:1]1([CH:7]([C:9]2[CH:10]=[N:11][C:12]([C:15]3[CH:20]=[CH:19][C:18]([C:21]([F:24])([F:23])[F:22])=[CH:17][CH:16]=3)=[N:13][CH:14]=2)[OH:8])[CH2:6][CH2:5][CH2:4][CH2:3][CH2:2]1.C(N(CC)CC)C. (5) Given the product [Br:10][C:3]1[CH:4]=[C:5]([F:9])[C:6]([F:8])=[CH:7][C:2]=1[C:16]1[CH:17]=[CH:18][C:13]([S:12][CH3:11])=[CH:14][CH:15]=1, predict the reactants needed to synthesize it. The reactants are: Br[C:2]1[CH:7]=[C:6]([F:8])[C:5]([F:9])=[CH:4][C:3]=1[Br:10].[CH3:11][S:12][C:13]1[CH:18]=[CH:17][C:16](B(O)O)=[CH:15][CH:14]=1. (6) Given the product [CH2:1]([C:11]1[C:10]([CH2:6][CH:7]([CH3:9])[CH3:8])=[C:14]([CH3:15])[S:13][C:12]=1[C:16]([OH:18])=[O:17])[CH3:2], predict the reactants needed to synthesize it. The reactants are: [C:1]([Li])(C)(C)[CH3:2].[CH2:6]([C:10]1[CH:11]=[C:12]([C:16]([OH:18])=[O:17])[S:13][C:14]=1[CH3:15])[CH:7]([CH3:9])[CH3:8].ICC. (7) Given the product [CH2:12]([N:7]1[C:8]2[CH:9]=[C:10]3[N:11]=[C:25]([C:21]4[C:20]([N+:17]([O-:19])=[O:18])=[CH:24][NH:23][N:22]=4)[NH:1][C:2]3=[CH:3][C:4]=2[C:5]([CH3:15])([CH3:16])[C:6]1=[O:14])[CH3:13], predict the reactants needed to synthesize it. The reactants are: [NH2:1][C:2]1[CH:3]=[C:4]2[C:8](=[CH:9][C:10]=1[NH2:11])[N:7]([CH2:12][CH3:13])[C:6](=[O:14])[C:5]2([CH3:16])[CH3:15].[N+:17]([C:20]1[C:21]([C:25](O)=O)=[N:22][NH:23][CH:24]=1)([O-:19])=[O:18].O=P12OP3(OP(OP(O3)(O1)=O)(=O)O2)=O. (8) Given the product [CH2:2]([NH:6][S:15]([CH3:14])(=[O:17])=[O:16])[CH2:3][C:4]#[CH:5], predict the reactants needed to synthesize it. The reactants are: Cl.[CH2:2]([NH2:6])[CH2:3][C:4]#[CH:5].C(N(CC)CC)C.[CH3:14][S:15](Cl)(=[O:17])=[O:16]. (9) Given the product [C:20]1([NH:11][C:12](=[O:29])[NH:1][C:2]2[CH:3]=[CH:4][C:5]([S:8]([N:11]3[C:20]4[C:15](=[CH:16][CH:17]=[CH:18][CH:19]=4)[CH2:14][CH:13]([NH:21][C:22](=[O:28])[O:23][C:24]([CH3:25])([CH3:27])[CH3:26])[CH2:12]3)(=[O:10])=[O:9])=[CH:6][CH:7]=2)[CH:15]=[CH:16][CH:17]=[CH:18][CH:19]=1, predict the reactants needed to synthesize it. The reactants are: [NH2:1][C:2]1[CH:7]=[CH:6][C:5]([S:8]([N:11]2[C:20]3[C:15](=[CH:16][CH:17]=[CH:18][CH:19]=3)[CH2:14][CH:13]([NH:21][C:22](=[O:28])[O:23][C:24]([CH3:27])([CH3:26])[CH3:25])[CH2:12]2)(=[O:10])=[O:9])=[CH:4][CH:3]=1.[OH2:29].